From a dataset of Forward reaction prediction with 1.9M reactions from USPTO patents (1976-2016). Predict the product of the given reaction. (1) Given the reactants [NH2:1][C:2]1[C:3]2[CH:14]=[C:13]([C:15]([O:17][C:18]([CH3:21])([CH3:20])[CH3:19])=[O:16])[S:12][C:4]=2[N:5]([C:7]([O:9][CH2:10][CH3:11])=[O:8])[N:6]=1.C(N(C(C)C)CC)(C)C.[N+:31]([C:34]1[CH:42]=[CH:41][CH:40]=[CH:39][C:35]=1[C:36](Cl)=[O:37])([O-:33])=[O:32], predict the reaction product. The product is: [CH2:10]([O:9][C:7]([N:5]1[C:4]2[S:12][C:13]([C:15]([O:17][C:18]([CH3:20])([CH3:19])[CH3:21])=[O:16])=[CH:14][C:3]=2[C:2]([NH:1][C:36](=[O:37])[C:35]2[CH:39]=[CH:40][CH:41]=[CH:42][C:34]=2[N+:31]([O-:33])=[O:32])=[N:6]1)=[O:8])[CH3:11]. (2) Given the reactants [C:1]([C:5]1[CH:10]=[CH:9][C:8]([S:11]([N:14]2[C:20]3[C:21](Cl)=[CH:22][CH:23]=[CH:24][C:19]=3[NH:18][C:17]3[N:26]=[C:27]([C:30]([F:33])([F:32])[F:31])[CH:28]=[CH:29][C:16]=3[CH2:15]2)(=[O:13])=[O:12])=[CH:7][CH:6]=1)([CH3:4])([CH3:3])[CH3:2].[N:34]1[CH:39]=[CH:38][CH:37]=[C:36](B(O)O)[CH:35]=1.COC1C=CC=C(OC)C=1C1C=CC=CC=1P(C1CCCCC1)C1CCCCC1.[O-]P([O-])([O-])=O.[K+].[K+].[K+], predict the reaction product. The product is: [C:1]([C:5]1[CH:10]=[CH:9][C:8]([S:11]([N:14]2[C:20]3[C:21]([C:36]4[CH:35]=[N:34][CH:39]=[CH:38][CH:37]=4)=[CH:22][CH:23]=[CH:24][C:19]=3[NH:18][C:17]3[N:26]=[C:27]([C:30]([F:33])([F:32])[F:31])[CH:28]=[CH:29][C:16]=3[CH2:15]2)(=[O:13])=[O:12])=[CH:7][CH:6]=1)([CH3:4])([CH3:3])[CH3:2]. (3) Given the reactants C(OC(=O)[NH:7][C@H:8]([CH2:19][O:20][CH2:21][C:22]([C:24]1[CH:29]=[CH:28][C:27]([Cl:30])=[CH:26][CH:25]=1)=O)[C@H:9]([O:11][CH2:12][C:13]1[CH:18]=[CH:17][CH:16]=[CH:15][CH:14]=1)[CH3:10])(C)(C)C, predict the reaction product. The product is: [CH2:12]([O:11][C@@H:9]([C@H:8]1[CH2:19][O:20][CH2:21][C@@H:22]([C:24]2[CH:29]=[CH:28][C:27]([Cl:30])=[CH:26][CH:25]=2)[NH:7]1)[CH3:10])[C:13]1[CH:18]=[CH:17][CH:16]=[CH:15][CH:14]=1. (4) Given the reactants C([O:4][C@H:5]1[C@H:11](CC([O-])=O)[C@@H:10]([O:16]C(=O)C)[C@:9]2([C:21]3[CH:26]=[CH:25][C:24]([Cl:27])=[C:23]([CH2:28][C:29]4[CH:34]=[CH:33][C:32]([OH:35])=[CH:31][CH:30]=4)[CH:22]=3)[O:20][C@@:6]1([CH:36]([O:38]C(=O)C)[CH3:37])CO2)(=O)C.[CH3:42][O-:43].[Na+].C(O)(=[O:47])C, predict the reaction product. The product is: [Cl:27][C:24]1[CH:25]=[CH:26][C:21]([C@@:9]23[O:20][C@@:6]([CH:36]([OH:38])[CH3:37])([CH2:42][O:43]2)[C@@H:5]([OH:4])[C@H:11]([OH:47])[C@H:10]3[OH:16])=[CH:22][C:23]=1[CH2:28][C:29]1[CH:30]=[CH:31][C:32]([OH:35])=[CH:33][CH:34]=1. (5) Given the reactants FC(F)(F)C(O)=O.C(OC(=O)[N:14]([CH2:28][C:29]1[CH:46]=[CH:45][C:32]2[N:33]([CH2:43][CH3:44])[C:34](=[O:42])[C:35]([CH3:41])([CH3:40])[C:36](=[O:39])[N:37]([CH3:38])[C:31]=2[CH:30]=1)[CH2:15][C:16]1[CH:25]=[C:24]2[C:19]([CH2:20][CH2:21][C:22](=[O:27])[N:23]2[CH3:26])=[CH:18][CH:17]=1)(C)(C)C.C(=O)(O)[O-].[Na+], predict the reaction product. The product is: [CH2:43]([N:33]1[C:34](=[O:42])[C:35]([CH3:40])([CH3:41])[C:36](=[O:39])[N:37]([CH3:38])[C:31]2[CH:30]=[C:29]([CH2:28][NH:14][CH2:15][C:16]3[CH:25]=[C:24]4[C:19]([CH2:20][CH2:21][C:22](=[O:27])[N:23]4[CH3:26])=[CH:18][CH:17]=3)[CH:46]=[CH:45][C:32]1=2)[CH3:44]. (6) Given the reactants [Cl:1][C:2]1[CH:7]=[CH:6][C:5]([C@@:8]2([CH3:54])[C@:12]([C:14]3[CH:19]=[CH:18][C:17]([Cl:20])=[CH:16][CH:15]=3)([CH3:13])[N:11]([C:21]([N:23]3[CH2:28][CH2:27][N:26]([CH2:29][CH2:30]CS(C)(=O)=O)[CH2:25][CH2:24]3)=[O:22])[C:10]([C:36]3[C:37]([O:51][CH2:52][CH3:53])=[CH:38][C:39]([Cl:50])=[C:40]([S:42]([NH:45][C:46]([CH3:49])([CH3:48])[CH3:47])(=[O:44])=[O:43])[CH:41]=3)=[N:9]2)=[CH:4][CH:3]=1.N1(CC[OH:63])CCNCC1, predict the reaction product. The product is: [Cl:1][C:2]1[CH:3]=[CH:4][C:5]([C@@:8]2([CH3:54])[C@:12]([C:14]3[CH:15]=[CH:16][C:17]([Cl:20])=[CH:18][CH:19]=3)([CH3:13])[N:11]([C:21]([N:23]3[CH2:24][CH2:25][N:26]([CH2:29][CH2:30][OH:63])[CH2:27][CH2:28]3)=[O:22])[C:10]([C:36]3[C:37]([O:51][CH2:52][CH3:53])=[CH:38][C:39]([Cl:50])=[C:40]([S:42]([NH:45][C:46]([CH3:49])([CH3:48])[CH3:47])(=[O:43])=[O:44])[CH:41]=3)=[N:9]2)=[CH:6][CH:7]=1. (7) Given the reactants [CH3:1][O:2][C:3]1[CH:17]=[CH:16][CH:15]=[CH:14][C:4]=1[O:5][C:6]1[CH:13]=[CH:12][C:9]([CH2:10][NH2:11])=[CH:8][CH:7]=1.[NH2:18][C:19]1[N:27]=[CH:26][CH:25]=[CH:24][C:20]=1[C:21](O)=[O:22].ON1C2C=CC=CC=2N=N1.CCN=C=NCCCN(C)C.C(=O)(O)[O-].[Na+], predict the reaction product. The product is: [CH3:1][O:2][C:3]1[CH:17]=[CH:16][CH:15]=[CH:14][C:4]=1[O:5][C:6]1[CH:13]=[CH:12][C:9]([CH2:10][NH:11][C:21](=[O:22])[C:20]2[CH:24]=[CH:25][CH:26]=[N:27][C:19]=2[NH2:18])=[CH:8][CH:7]=1. (8) Given the reactants Cl.[NH2:2][C@@H:3]([CH:9]([CH3:11])[CH3:10])[CH2:4][C:5]([O:7][CH3:8])=[O:6].CCN(CC)CC.[C:19](Cl)([O:21][CH2:22][C:23]1[CH:28]=[CH:27][CH:26]=[CH:25][CH:24]=1)=[O:20], predict the reaction product. The product is: [CH2:22]([O:21][C:19]([NH:2][C@@H:3]([CH:9]([CH3:11])[CH3:10])[CH2:4][C:5]([O:7][CH3:8])=[O:6])=[O:20])[C:23]1[CH:28]=[CH:27][CH:26]=[CH:25][CH:24]=1. (9) Given the reactants [CH:1]12[CH2:10][CH:5]3[CH2:6][CH:7]([CH2:9][CH:3]([CH2:4]3)[CH:2]1[N:11]1[C:14](=[O:15])[C:13]([CH3:17])([CH3:16])[NH:12]1)[CH2:8]2.[F:18][C:19]1[CH:26]=[CH:25][C:24]([F:27])=[CH:23][C:20]=1[CH2:21]Br, predict the reaction product. The product is: [F:18][C:19]1[CH:26]=[CH:25][C:24]([F:27])=[CH:23][C:20]=1[CH2:21][N:12]1[C:13]([CH3:17])([CH3:16])[C:14](=[O:15])[N:11]1[CH:2]1[CH:3]2[CH2:4][CH:5]3[CH2:6][CH:7]([CH2:8][CH:1]1[CH2:10]3)[CH2:9]2.